This data is from Peptide-MHC class I binding affinity with 185,985 pairs from IEDB/IMGT. The task is: Regression. Given a peptide amino acid sequence and an MHC pseudo amino acid sequence, predict their binding affinity value. This is MHC class I binding data. (1) The peptide sequence is VLVGGVLAAL. The MHC is HLA-A02:03 with pseudo-sequence HLA-A02:03. The binding affinity (normalized) is 0.852. (2) The peptide sequence is HTLESPVEF. The MHC is HLA-A01:01 with pseudo-sequence HLA-A01:01. The binding affinity (normalized) is 0.0847.